Task: Predict which catalyst facilitates the given reaction.. Dataset: Catalyst prediction with 721,799 reactions and 888 catalyst types from USPTO The catalyst class is: 22. Reactant: [NH:1]1[CH2:5][CH2:4][CH2:3][CH2:2]1.C(O)C.[O:9]1[CH2:11][CH:10]1[CH2:12][O:13][C:14]1[CH:15]=[C:16]2[C:21](=[CH:22][CH:23]=1)[NH:20][C:19](=[C:24]1[C:32]3[C:27](=[CH:28][CH:29]=[CH:30][CH:31]=3)[NH:26][C:25]1=[O:33])[CH:18]=[CH:17]2. Product: [OH:9][CH:10]([CH2:11][N:1]1[CH2:5][CH2:4][CH2:3][CH2:2]1)[CH2:12][O:13][C:14]1[CH:15]=[C:16]2[C:21](=[CH:22][CH:23]=1)[NH:20][C:19](=[C:24]1[C:32]3[C:27](=[CH:28][CH:29]=[CH:30][CH:31]=3)[NH:26][C:25]1=[O:33])[CH:18]=[CH:17]2.